This data is from Catalyst prediction with 721,799 reactions and 888 catalyst types from USPTO. The task is: Predict which catalyst facilitates the given reaction. (1) Product: [NH2:29][C@@H:11]([CH2:10][C:3]1[C:4]2[C:9](=[CH:8][CH:7]=[CH:6][CH:5]=2)[NH:1][CH:2]=1)[CH2:12][NH:13][C:14]1[O:18][N:17]=[C:16]([C:19]2[CH:20]=[C:21]3[C:26](=[CH:27][CH:28]=2)[CH:25]=[N:24][CH:23]=[CH:22]3)[CH:15]=1. The catalyst class is: 3. Reactant: [NH:1]1[C:9]2[C:4](=[CH:5][CH:6]=[CH:7][CH:8]=2)[C:3]([CH2:10][C@H:11]([NH:29]S(C2C=CC([N+]([O-])=O)=CC=2)(=O)=O)[CH2:12][NH:13][C:14]2[O:18][N:17]=[C:16]([C:19]3[CH:20]=[C:21]4[C:26](=[CH:27][CH:28]=3)[CH:25]=[N:24][CH:23]=[CH:22]4)[CH:15]=2)=[CH:2]1.N1CCCN2CCCCCC=12.SCCO. (2) Reactant: C(O[C:4]([C:6]1[C:7]2[S:15][CH:14]=[C:13]([CH2:16][O:17][C:18]3[CH:23]=[CH:22][CH:21]=[C:20]([O:24][CH2:25][C:26]4[CH:31]=[CH:30][CH:29]=[CH:28][CH:27]=4)[CH:19]=3)[C:8]=2[C:9](Cl)=[N:10][CH:11]=1)=[O:5])C.[CH2:32]([CH2:34][NH2:35])[OH:33]. Product: [OH:33][CH2:32][CH2:34][NH:35][C:4]([C:6]1[C:7]2[S:15][CH:14]=[C:13]([CH2:16][O:17][C:18]3[CH:23]=[CH:22][CH:21]=[C:20]([O:24][CH2:25][C:26]4[CH:31]=[CH:30][CH:29]=[CH:28][CH:27]=4)[CH:19]=3)[C:8]=2[C:9]([NH:35][CH2:34][CH2:32][OH:33])=[N:10][CH:11]=1)=[O:5]. The catalyst class is: 148. (3) Reactant: C[Si]([N-][Si](C)(C)C)(C)C.[Li+].[C:11]([C:14]1[CH:18]=[CH:17][N:16]([CH3:19])[CH:15]=1)(=O)[CH3:12].[C:20](OC)(=O)[C:21]([O:23][CH3:24])=[O:22].[Cl:28][C:29]1[N:30]=[N:31][C:32]([NH:35][NH2:36])=[CH:33][CH:34]=1.Cl. Product: [CH3:24][O:23][C:21]([C:20]1[CH:12]=[C:11]([C:14]2[CH:18]=[CH:17][N:16]([CH3:19])[CH:15]=2)[N:35]([C:32]2[N:31]=[N:30][C:29]([Cl:28])=[CH:34][CH:33]=2)[N:36]=1)=[O:22]. The catalyst class is: 83. (4) Reactant: Cl[CH2:2][C:3]([OH:5])=[O:4].C(N(CC)CC)C.[CH3:13][O:14][C:15]1[CH:20]=[CH:19][N:18]=[C:17]([NH2:21])[CH:16]=1. Product: [NH:21]=[C:17]1[CH:16]=[C:15]([O:14][CH3:13])[CH:20]=[CH:19][N:18]1[CH2:2][C:3]([OH:5])=[O:4]. The catalyst class is: 10. (5) Reactant: [C:1]([O:5][C:6](=[O:27])[C@@H:7]([N:10]([CH2:19][C:20]([O:22][C:23]([CH3:26])([CH3:25])[CH3:24])=[O:21])[CH2:11][C:12]([O:14][C:15]([CH3:18])([CH3:17])[CH3:16])=[O:13])[CH2:8][OH:9])([CH3:4])([CH3:3])[CH3:2].C(N(C(C)C)CC)(C)C.[C:37](O[C:37](=[O:42])[CH2:38][CH2:39][CH:40]=[CH2:41])(=[O:42])[CH2:38][CH2:39][CH:40]=[CH2:41]. Product: [C:1]([O:5][C:6](=[O:27])[C@@H:7]([N:10]([CH2:19][C:20]([O:22][C:23]([CH3:26])([CH3:25])[CH3:24])=[O:21])[CH2:11][C:12]([O:14][C:15]([CH3:18])([CH3:16])[CH3:17])=[O:13])[CH2:8][O:9][C:37](=[O:42])[CH2:38][CH2:39][CH:40]=[CH2:41])([CH3:2])([CH3:3])[CH3:4]. The catalyst class is: 10. (6) Reactant: Br[C:2]1[CH:3]=[C:4]([NH:15][C:16]2[C:17]([C:32]([NH2:34])=[O:33])=[N:18][CH:19]=[C:20]([O:22][C:23]3[CH:28]=[CH:27][CH:26]=[C:25]([N+:29]([O-:31])=[O:30])[CH:24]=3)[N:21]=2)[CH:5]=[CH:6][C:7]=1[N:8]1[CH2:13][CH2:12][N:11]([CH3:14])[CH2:10][CH2:9]1.[N:35]1C=CC=C[CH:36]=1.N.C(=O)([O-])O.[Na+]. Product: [C:36]([C:2]1[CH:3]=[C:4]([NH:15][C:16]2[C:17]([C:32]([NH2:34])=[O:33])=[N:18][CH:19]=[C:20]([O:22][C:23]3[CH:28]=[CH:27][CH:26]=[C:25]([N+:29]([O-:31])=[O:30])[CH:24]=3)[N:21]=2)[CH:5]=[CH:6][C:7]=1[N:8]1[CH2:9][CH2:10][N:11]([CH3:14])[CH2:12][CH2:13]1)#[N:35]. The catalyst class is: 254.